The task is: Predict the product of the given reaction.. This data is from Forward reaction prediction with 1.9M reactions from USPTO patents (1976-2016). (1) Given the reactants C(Cl)CCl.[CH3:5][S:6]([C:9]1[CH:10]=[C:11]([C:21]([OH:23])=O)[C:12]([C:15]2[CH:20]=[CH:19][CH:18]=[CH:17][CH:16]=2)=[CH:13][CH:14]=1)(=[O:8])=[O:7].[F:24][C:25]1[CH:26]=[C:27]([C:37](=[O:39])[CH3:38])[CH:28]=[CH:29][C:30]=1[N:31]1[CH2:36][CH2:35][NH:34][CH2:33][CH2:32]1.N1CCNCC1.CCN(CC)CC, predict the reaction product. The product is: [F:24][C:25]1[CH:26]=[C:27]([C:37](=[O:39])[CH3:38])[CH:28]=[CH:29][C:30]=1[N:31]1[CH2:36][CH2:35][N:34]([C:21]([C:11]2[CH:10]=[C:9]([S:6]([CH3:5])(=[O:7])=[O:8])[CH:14]=[CH:13][C:12]=2[C:15]2[CH:16]=[CH:17][CH:18]=[CH:19][CH:20]=2)=[O:23])[CH2:33][CH2:32]1. (2) Given the reactants [Cl:1][C:2]1[C:10]2[CH:9]([CH2:11][C:12]([O:14]CC)=[O:13])[O:8][B:7]([OH:17])[C:6]=2[CH:5]=[C:4]([OH:18])[CH:3]=1.[OH-].[Li+].Cl, predict the reaction product. The product is: [Cl:1][C:2]1[C:10]2[CH:9]([CH2:11][C:12]([OH:14])=[O:13])[O:8][B:7]([OH:17])[C:6]=2[CH:5]=[C:4]([OH:18])[CH:3]=1. (3) Given the reactants [Cl-].[NH4+].C(O)C.[Br:6][C:7]1[CH:25]=[CH:24][C:10]([N:11]([CH:18]2[CH2:23][CH2:22][CH2:21][CH2:20][CH2:19]2)[CH2:12][CH2:13][C:14]([F:17])([F:16])[F:15])=[C:9]([N+:26]([O-])=O)[CH:8]=1, predict the reaction product. The product is: [Br:6][C:7]1[CH:8]=[C:9]([NH2:26])[C:10]([N:11]([CH:18]2[CH2:23][CH2:22][CH2:21][CH2:20][CH2:19]2)[CH2:12][CH2:13][C:14]([F:16])([F:15])[F:17])=[CH:24][CH:25]=1. (4) Given the reactants [NH2:1][CH:2]1[CH2:8][CH2:7][CH2:6][N:5]([C:9]2[C:10]3[O:31][CH:30]=[CH:29][C:11]=3[N:12]=[C:13]([NH:15][C:16]3[CH:28]=[CH:27][C:19]4[O:20][C:21]([CH3:26])([CH3:25])[C:22](=[O:24])[NH:23][C:18]=4[CH:17]=3)[N:14]=2)[CH2:4][CH:3]1[O:32][Si](C(C)(C)C)(C)C.CC(OC(OC(OC(C)(C)C)=O)=O)(C)C.ClC1N=C(Cl)C2OC=CC=2N=1.NC1C=CC2OC(C)(C)C(=O)NC=2C=1.CCCC[N+](CCCC)(CCCC)CCCC.[F-], predict the reaction product. The product is: [NH2:1][CH:2]1[CH2:8][CH2:7][CH2:6][N:5]([C:9]2[C:10]3[O:31][CH:30]=[CH:29][C:11]=3[N:12]=[C:13]([NH:15][C:16]3[CH:28]=[CH:27][C:19]4[O:20][C:21]([CH3:26])([CH3:25])[C:22](=[O:24])[NH:23][C:18]=4[CH:17]=3)[N:14]=2)[CH2:4][CH:3]1[OH:32]. (5) Given the reactants [Cl:1][C:2]1[CH:3]=[C:4]2[C:9](=[CH:10][C:11]=1[CH3:12])[O:8][CH2:7][CH2:6][C:5]2=[O:13].C1C(=O)N([Br:21])C(=O)C1.CC(N=NC(C#N)(C)C)(C#N)C, predict the reaction product. The product is: [Br:21][CH2:12][C:11]1[CH:10]=[C:9]2[C:4]([C:5](=[O:13])[CH2:6][CH2:7][O:8]2)=[CH:3][C:2]=1[Cl:1]. (6) Given the reactants Cl[C:2]1[C:7]([CH:8]=[O:9])=[C:6]([NH:10][C:11](=[O:16])[C:12]([CH3:15])([CH3:14])[CH3:13])[CH:5]=[CH:4][N:3]=1.[CH:17]1(B(O)O)[CH2:19][CH2:18]1.C1(P(C2CCCCC2)C2CCCCC2)CCCCC1.P([O-])([O-])([O-])=O.[K+].[K+].[K+], predict the reaction product. The product is: [CH:17]1([C:2]2[C:7]([CH:8]=[O:9])=[C:6]([NH:10][C:11](=[O:16])[C:12]([CH3:15])([CH3:14])[CH3:13])[CH:5]=[CH:4][N:3]=2)[CH2:19][CH2:18]1. (7) The product is: [CH3:44][O:43][C:35]1[CH:36]=[C:37]([C:38]([O:1][CH2:2][C:3]2[N:7]([CH2:8][CH2:9][CH2:10][CH2:11][CH2:12][CH2:13][CH2:14][CH3:15])[C:6](=[O:16])[N:5]([CH2:17][C:18]3[CH:23]=[CH:22][C:21]([CH3:24])=[CH:20][CH:19]=3)[N:4]=2)=[O:39])[CH:41]=[CH:42][C:34]=1[O:33][C:31]([CH3:45])([CH3:32])[C:30]([OH:46])=[O:29]. Given the reactants [OH:1][CH2:2][C:3]1[N:7]([CH2:8][CH2:9][CH2:10][CH2:11][CH2:12][CH2:13][CH2:14][CH3:15])[C:6](=[O:16])[N:5]([CH2:17][C:18]2[CH:23]=[CH:22][C:21]([CH3:24])=[CH:20][CH:19]=2)[N:4]=1.C([O:29][C:30](=[O:46])[C:31]([CH3:45])([O:33][C:34]1[CH:42]=[CH:41][C:37]([C:38](O)=[O:39])=[CH:36][C:35]=1[O:43][CH3:44])[CH3:32])(C)(C)C.C(Cl)CCl, predict the reaction product.